Dataset: CYP1A2 inhibition data for predicting drug metabolism from PubChem BioAssay. Task: Regression/Classification. Given a drug SMILES string, predict its absorption, distribution, metabolism, or excretion properties. Task type varies by dataset: regression for continuous measurements (e.g., permeability, clearance, half-life) or binary classification for categorical outcomes (e.g., BBB penetration, CYP inhibition). Dataset: cyp1a2_veith. The drug is COCCNC(=O)c1ccc2c(c1)ncn2-c1ccc(F)c(F)c1. The result is 1 (inhibitor).